This data is from Catalyst prediction with 721,799 reactions and 888 catalyst types from USPTO. The task is: Predict which catalyst facilitates the given reaction. Reactant: [Si:1]([O:8][CH2:9][C@H:10]([NH:17][C:18]([C:20]1[N:24]2[CH:25]=[CH:26][CH:27]=[C:28]([OH:29])[C:23]2=[N:22][C:21]=1[CH3:30])=[O:19])[C:11]1[CH:16]=[CH:15][CH:14]=[CH:13][CH:12]=1)([C:4]([CH3:7])([CH3:6])[CH3:5])([CH3:3])[CH3:2].[CH:31]1([CH2:36]O)[CH2:35][CH2:34][CH2:33][CH2:32]1.C(P(=CC#N)(CCCC)CCCC)CCC. Product: [Si:1]([O:8][CH2:9][C@H:10]([NH:17][C:18]([C:20]1[N:24]2[CH:25]=[CH:26][CH:27]=[C:28]([O:29][CH2:36][CH:31]3[CH2:35][CH2:34][CH2:33][CH2:32]3)[C:23]2=[N:22][C:21]=1[CH3:30])=[O:19])[C:11]1[CH:16]=[CH:15][CH:14]=[CH:13][CH:12]=1)([C:4]([CH3:7])([CH3:6])[CH3:5])([CH3:3])[CH3:2]. The catalyst class is: 11.